Dataset: Catalyst prediction with 721,799 reactions and 888 catalyst types from USPTO. Task: Predict which catalyst facilitates the given reaction. (1) Reactant: [BH4-].[Na+].CO.[CH3:5][O:6][C:7](=[O:32])[CH2:8][CH2:9][CH2:10][CH:11]=[CH:12][CH2:13][N:14]1[C@@H:19](/[CH:20]=[CH:21]/[C:22](=[O:30])[CH2:23][C:24]2[CH:29]=[CH:28][CH:27]=[CH:26][CH:25]=2)[CH2:18][CH2:17][CH2:16][C:15]1=[O:31]. Product: [CH3:5][O:6][C:7](=[O:32])[CH2:8][CH2:9][CH2:10][CH:11]=[CH:12][CH2:13][N:14]1[C:15](=[O:31])[CH2:16][CH2:17][CH2:18][C@@H:19]1/[CH:20]=[CH:21]/[CH:22]([OH:30])[CH2:23][C:24]1[CH:29]=[CH:28][CH:27]=[CH:26][CH:25]=1. The catalyst class is: 2. (2) Reactant: Br[C:2]1[C:6]2[N:7]=[CH:8][N:9]=[C:10]([NH:11][C@@H:12]3[C:20]4[C:15](=[CH:16][CH:17]=[CH:18][CH:19]=4)[CH2:14][CH2:13]3)[C:5]=2[S:4][CH:3]=1.[Si:21]([O:38][C@H:39]1[CH:43]=[CH:42][O:41][C@@H:40]1[CH2:44][OH:45])([C:34]([CH3:37])([CH3:36])[CH3:35])([C:28]1[CH:33]=[CH:32][CH:31]=[CH:30][CH:29]=1)[C:22]1[CH:27]=[CH:26][CH:25]=[CH:24][CH:23]=1.C(N(CC)C(C)C)(C)C. Product: [Si:21]([O:38][C:39]1[C@@H:40]([CH2:44][OH:45])[O:41][C@@H:42]([C:2]2[C:6]3[N:7]=[CH:8][N:9]=[C:10]([NH:11][C@@H:12]4[C:20]5[C:15](=[CH:16][CH:17]=[CH:18][CH:19]=5)[CH2:14][CH2:13]4)[C:5]=3[S:4][CH:3]=2)[CH:43]=1)([C:34]([CH3:37])([CH3:36])[CH3:35])([C:28]1[CH:33]=[CH:32][CH:31]=[CH:30][CH:29]=1)[C:22]1[CH:27]=[CH:26][CH:25]=[CH:24][CH:23]=1. The catalyst class is: 12.